Dataset: Peptide-MHC class II binding affinity with 134,281 pairs from IEDB. Task: Regression. Given a peptide amino acid sequence and an MHC pseudo amino acid sequence, predict their binding affinity value. This is MHC class II binding data. (1) The peptide sequence is ATVATAPEVKYTVFETALKKAITAMS. The MHC is HLA-DPA10301-DPB10402 with pseudo-sequence HLA-DPA10301-DPB10402. The binding affinity (normalized) is 0.642. (2) The peptide sequence is INRQILDNAAKYV. The binding affinity (normalized) is 0.324. The MHC is DRB5_0101 with pseudo-sequence DRB5_0101. (3) The peptide sequence is IIFILLMLVTPSMAM. The MHC is DRB1_0401 with pseudo-sequence DRB1_0401. The binding affinity (normalized) is 0.765.